Dataset: Experimentally validated miRNA-target interactions with 360,000+ pairs, plus equal number of negative samples. Task: Binary Classification. Given a miRNA mature sequence and a target amino acid sequence, predict their likelihood of interaction. (1) The miRNA is hsa-miR-6883-5p with sequence AGGGAGGGUGUGGUAUGGAUGU. The protein sequence of the target gene is MAAWGRRRLGPGSSGGSARERVSLSATDCYIVHEIYNGENAQDQFEYELEQALEAQYKYIVIEPTRIGDETARWITVGNCLHKTAVLAGTACLFTPLALPLDYSHYISLPAGVLSLACCTLYGISWQFDPCCKYQVEYDAYKLSRLPLHTLTSSTPVVLVRKDDLHRKRLHNTIALAALVYCVKKIYELYAV. Result: 1 (interaction). (2) The miRNA is hsa-miR-323a-5p with sequence AGGUGGUCCGUGGCGCGUUCGC. The protein sequence of the target gene is MALKAEGAALDCFEVTLKCEEGEDEEEAMVVAVIPRPEPMLRVTQQEKTPPPRPSPLEAGSDGCEEPKQQVSWEQEFLVGSSPGGSGRALCMVCGAEIRAPSADTARSHILEQHPHTLDLSPSEKSNILEAWSEGVALLQDVRAEQPSPPNSDSGQDAHPDPDANPDAARMPAEIVVLLDSEDNPSLPKRSRPRGLRPLELPAVPATEPGNKKPRGQRWKEPPGEEPVRKKRGRPMTKNLDPDPEPPSPDSPTETFAAPAEVRHFTDGSFPAGFVLQLFSHTQLRGPDSKDSPKDREVAE.... Result: 1 (interaction).